Dataset: hERG potassium channel inhibition data for cardiac toxicity prediction from Karim et al.. Task: Regression/Classification. Given a drug SMILES string, predict its toxicity properties. Task type varies by dataset: regression for continuous values (e.g., LD50, hERG inhibition percentage) or binary classification for toxic/non-toxic outcomes (e.g., AMES mutagenicity, cardiotoxicity, hepatotoxicity). Dataset: herg_karim. The drug is CCCCCCCCCC[N+](CC)(CC)CC. The result is 1 (blocker).